This data is from Full USPTO retrosynthesis dataset with 1.9M reactions from patents (1976-2016). The task is: Predict the reactants needed to synthesize the given product. (1) Given the product [CH3:1][O:2][C:3]1[N:4]=[CH:5][C:6]([C:7]2[S:8][CH:13]=[C:14]([CH2:15][C:16]([O:18][CH3:19])=[O:17])[N:9]=2)=[CH:10][CH:11]=1, predict the reactants needed to synthesize it. The reactants are: [CH3:1][O:2][C:3]1[CH:11]=[CH:10][C:6]([C:7]([NH2:9])=[S:8])=[CH:5][N:4]=1.Cl[CH2:13][C:14](=O)[CH2:15][C:16]([O:18][CH3:19])=[O:17]. (2) Given the product [CH3:37][O:36][C:34]1[CH:33]=[CH:32][C:29]([CH:30]([C:2]2[CH:7]=[CH:6][CH:5]=[C:4]([O:8][Si:9]([CH:16]([CH3:18])[CH3:17])([CH:13]([CH3:15])[CH3:14])[CH:10]([CH3:12])[CH3:11])[CH:3]=2)[OH:31])=[C:28]([O:27][CH2:26][O:25][CH3:24])[CH:35]=1, predict the reactants needed to synthesize it. The reactants are: Br[C:2]1[CH:7]=[CH:6][CH:5]=[C:4]([O:8][Si:9]([CH:16]([CH3:18])[CH3:17])([CH:13]([CH3:15])[CH3:14])[CH:10]([CH3:12])[CH3:11])[CH:3]=1.C([Li])CCC.[CH3:24][O:25][CH2:26][O:27][C:28]1[CH:35]=[C:34]([O:36][CH3:37])[CH:33]=[CH:32][C:29]=1[CH:30]=[O:31].O. (3) Given the product [Cl:1][C:2]1[CH:3]=[CH:4][C:5]([O:15][CH2:16][C:17]2[CH:22]=[CH:21][C:20]([Br:23])=[CH:19][C:18]=2[F:24])=[C:6]([C:8]2[N:25]([C:26]3[CH:27]=[C:28]([C:32]([Cl:35])=[CH:33][CH:34]=3)[C:29]([OH:31])=[O:30])[C:11]([CH3:12])=[CH:10][CH:9]=2)[CH:7]=1, predict the reactants needed to synthesize it. The reactants are: [Cl:1][C:2]1[CH:3]=[CH:4][C:5]([O:15][CH2:16][C:17]2[CH:22]=[CH:21][C:20]([Br:23])=[CH:19][C:18]=2[F:24])=[C:6]([C:8](=O)[CH2:9][CH2:10][C:11](=O)[CH3:12])[CH:7]=1.[NH2:25][C:26]1[CH:27]=[C:28]([C:32]([Cl:35])=[CH:33][CH:34]=1)[C:29]([OH:31])=[O:30].CC1C=CC(S(O)(=O)=O)=CC=1. (4) The reactants are: [F:1][C:2]1[CH:13]=[CH:12][C:5]([O:6][CH2:7][C@@H:8]([OH:11])[C:9]#[CH:10])=[CH:4][CH:3]=1.[N+:14]([C:17]1[CH:18]=[C:19]([CH:23]=[C:24]([N+:26]([O-:28])=[O:27])[CH:25]=1)[C:20](Cl)=[O:21])([O-:16])=[O:15].C(N(CC)CC)C.CN(C1C=CC=CN=1)C. Given the product [F:1][C:2]1[CH:13]=[CH:12][C:5]([O:6][CH2:7][C@@H:8]([O:11][C:20](=[O:21])[C:19]2[CH:18]=[C:17]([N+:14]([O-:16])=[O:15])[CH:25]=[C:24]([N+:26]([O-:28])=[O:27])[CH:23]=2)[C:9]#[CH:10])=[CH:4][CH:3]=1, predict the reactants needed to synthesize it.